Dataset: Reaction yield outcomes from USPTO patents with 853,638 reactions. Task: Predict the reaction yield, written as a fraction of the theoretical maximum amount of product (1.0 means a 100% yield; for example, 0.34 means a 34% yield). (1) The reactants are C([O:8][N:9]([CH2:12][C@@H:13]([C:18]([N:20]1[CH2:25][CH2:24][N:23]([C:26]2[CH:31]=[CH:30][C:29]([O:32][CH3:33])=[CH:28][CH:27]=2)[CH2:22][CH2:21]1)=[O:19])[CH2:14][CH:15]([CH3:17])[CH3:16])[CH:10]=[O:11])C1C=CC=CC=1.[H][H]. The catalyst is [Pd]. The product is [OH:8][N:9]([CH2:12][C@@H:13]([C:18]([N:20]1[CH2:21][CH2:22][N:23]([C:26]2[CH:31]=[CH:30][C:29]([O:32][CH3:33])=[CH:28][CH:27]=2)[CH2:24][CH2:25]1)=[O:19])[CH2:14][CH:15]([CH3:17])[CH3:16])[CH:10]=[O:11]. The yield is 0.750. (2) The reactants are [F:1][C:2]1[CH:7]=[C:6]([I:8])[CH:5]=[C:4]([F:9])[C:3]=1[C@@H:10]1[C:15]2[NH:16][C:17]3[C:22]([C:14]=2[CH2:13][C@@H:12]([CH3:23])[NH:11]1)=[CH:21][CH:20]=[CH:19][CH:18]=3.C(N(CC)C(C)C)(C)C.[CH3:33][S:34](Cl)(=[O:36])=[O:35]. The catalyst is C(Cl)(Cl)Cl. The product is [F:9][C:4]1[CH:5]=[C:6]([I:8])[CH:7]=[C:2]([F:1])[C:3]=1[C@@H:10]1[C:15]2[NH:16][C:17]3[C:22]([C:14]=2[CH2:13][C@@H:12]([CH3:23])[N:11]1[S:34]([CH3:33])(=[O:36])=[O:35])=[CH:21][CH:20]=[CH:19][CH:18]=3. The yield is 0.680. (3) The catalyst is CC(C)=O. The reactants are [Br:1][C:2]1[C:10]2[C:9]([Cl:11])=[N:8][CH:7]=[N:6][C:5]=2[NH:4][CH:3]=1.[C:12]1([CH3:22])[CH:17]=[CH:16][C:15]([S:18](Cl)(=[O:20])=[O:19])=[CH:14][CH:13]=1.[OH-].[Na+]. The product is [Br:1][C:2]1[C:10]2[C:9]([Cl:11])=[N:8][CH:7]=[N:6][C:5]=2[N:4]([S:18]([C:15]2[CH:16]=[CH:17][C:12]([CH3:22])=[CH:13][CH:14]=2)(=[O:20])=[O:19])[CH:3]=1. The yield is 0.990.